This data is from Forward reaction prediction with 1.9M reactions from USPTO patents (1976-2016). The task is: Predict the product of the given reaction. (1) The product is: [Br:21][C:18]1[CH:19]=[CH:20][C:13](/[N:12]=[CH:22]/[N:23]([CH3:25])[CH3:24])=[C:14]([C:15]#[N:16])[CH:17]=1. Given the reactants C1(C)C=CC(S(Cl)(=O)=O)=CC=1.[NH2:12][C:13]1[CH:20]=[CH:19][C:18]([Br:21])=[CH:17][C:14]=1[C:15]#[N:16].[CH3:22][N:23]([CH:25]=O)[CH3:24], predict the reaction product. (2) Given the reactants [CH3:1][C@H:2]1[NH:7][CH2:6][C@H:5]([NH:8][C:9]2[C:14]([O:15][CH3:16])=[C:13]([C:17]#[N:18])[CH:12]=[CH:11][N:10]=2)[CH2:4][CH2:3]1.C(N(CC)CC)C.[N:26]1[N:27]([C:31]2[S:32][CH:33]=[CH:34][C:35]=2[C:36](Cl)=[O:37])[N:28]=[CH:29][CH:30]=1, predict the reaction product. The product is: [N:28]1[N:27]([C:31]2[S:32][CH:33]=[CH:34][C:35]=2[C:36]([N:7]2[C@H:2]([CH3:1])[CH2:3][CH2:4][C@@H:5]([NH:8][C:9]3[C:14]([O:15][CH3:16])=[C:13]([CH:12]=[CH:11][N:10]=3)[C:17]#[N:18])[CH2:6]2)=[O:37])[N:26]=[CH:30][CH:29]=1. (3) Given the reactants [Cl:1][C:2]1[C:3]([NH:12][S:13]([C:16]2[CH:25]=[CH:24][C:19]([C:20]([O:22][CH3:23])=[O:21])=[CH:18][CH:17]=2)(=[O:15])=[O:14])=[N:4][CH:5]=[C:6]([C:8]([F:11])([F:10])[F:9])[CH:7]=1.Br[CH2:27][C:28]1[CH:33]=[CH:32][C:31]([O:34][CH3:35])=[CH:30][CH:29]=1, predict the reaction product. The product is: [Cl:1][C:2]1[C:3]([N:12]([CH2:27][C:28]2[CH:33]=[CH:32][C:31]([O:34][CH3:35])=[CH:30][CH:29]=2)[S:13]([C:16]2[CH:25]=[CH:24][C:19]([C:20]([O:22][CH3:23])=[O:21])=[CH:18][CH:17]=2)(=[O:15])=[O:14])=[N:4][CH:5]=[C:6]([C:8]([F:11])([F:9])[F:10])[CH:7]=1. (4) Given the reactants Cl.C([N:9]1[CH2:14][CH2:13][O:12][CH2:11][C@@H:10]1[CH2:15][OH:16])C1C=CC=CC=1.[OH-].[Na+].[C:27](O[C:27]([O:29][C:30]([CH3:33])([CH3:32])[CH3:31])=[O:28])([O:29][C:30]([CH3:33])([CH3:32])[CH3:31])=[O:28], predict the reaction product. The product is: [C:30]([O:29][C:27]([N:9]1[CH2:14][CH2:13][O:12][CH2:11][C@H:10]1[CH2:15][OH:16])=[O:28])([CH3:31])([CH3:32])[CH3:33]. (5) Given the reactants [C:1]1([C:7](=[O:18])[CH:8](C)[C:9]([C:11]2[CH:16]=[CH:15][CH:14]=[CH:13][CH:12]=2)=[O:10])[CH:6]=[CH:5][CH:4]=[CH:3][CH:2]=1.C1(C(=O)CC(C2C=CC=CC=2)=O)C=CC=CC=1, predict the reaction product. The product is: [C:11]1([CH:9]([OH:10])[CH2:8][CH:7]([C:1]2[CH:6]=[CH:5][CH:4]=[CH:3][CH:2]=2)[OH:18])[CH:12]=[CH:13][CH:14]=[CH:15][CH:16]=1. (6) The product is: [C:18]([C:5]1[CH:4]=[CH:3][C:2]([NH:1][C:33]([C:31]2[S:32][C:28]([C:22]3[CH:23]=[CH:24][CH:25]=[CH:26][CH:27]=3)=[CH:29][CH:30]=2)=[O:34])=[CH:7][C:6]=1[NH:8][C:9](=[O:17])[CH2:10][N:11]1[CH2:12][CH2:13][O:14][CH2:15][CH2:16]1)([CH3:21])([CH3:20])[CH3:19]. Given the reactants [NH2:1][C:2]1[CH:3]=[CH:4][C:5]([C:18]([CH3:21])([CH3:20])[CH3:19])=[C:6]([NH:8][C:9](=[O:17])[CH2:10][N:11]2[CH2:16][CH2:15][O:14][CH2:13][CH2:12]2)[CH:7]=1.[C:22]1([C:28]2[S:32][C:31]([C:33](O)=[O:34])=[CH:30][CH:29]=2)[CH:27]=[CH:26][CH:25]=[CH:24][CH:23]=1.C(N(C(C)C)CC)(C)C, predict the reaction product. (7) Given the reactants [F:1][C:2]1[C:8](F)=[CH:7][C:5]([NH2:6])=[C:4]([N+:10]([O-:12])=[O:11])[CH:3]=1.[CH3:13][N:14]([CH3:18])[CH2:15][CH2:16][OH:17].[H-].[Na+], predict the reaction product. The product is: [CH3:13][N:14]([CH3:18])[CH2:15][CH2:16][O:17][C:8]1[C:2]([F:1])=[CH:3][C:4]([N+:10]([O-:12])=[O:11])=[C:5]([NH2:6])[CH:7]=1. (8) Given the reactants [F:1][C:2]1[C:7]2[C:8]([CH3:16])=[C:9]([C:11](=[O:15])[CH:12]([CH3:14])[CH3:13])[O:10][C:6]=2[CH:5]=[CH:4][CH:3]=1.[BH4-].[Na+], predict the reaction product. The product is: [F:1][C:2]1[C:7]2[C:8]([CH3:16])=[C:9]([CH:11]([OH:15])[CH:12]([CH3:13])[CH3:14])[O:10][C:6]=2[CH:5]=[CH:4][CH:3]=1. (9) Given the reactants C(OC(=O)[N:7]([C:16]1[S:17][C@:18]2([CH2:32][O:33][CH3:34])[C@H:20]([C@:21]([C:24]3[CH:29]=[CH:28][CH:27]=[C:26]([F:30])[C:25]=3[F:31])([CH3:23])[N:22]=1)[CH2:19]2)COCC[Si](C)(C)C)(C)(C)C.S(=O)(=O)(O)O.[N+:41]([O-])([O-:43])=[O:42].[Na+].[OH-].[Na+], predict the reaction product. The product is: [F:31][C:25]1[C:26]([F:30])=[CH:27][C:28]([N+:41]([O-:43])=[O:42])=[CH:29][C:24]=1[C@:21]1([CH3:23])[C@H:20]2[C@:18]([CH2:32][O:33][CH3:34])([CH2:19]2)[S:17][C:16]([NH2:7])=[N:22]1. (10) Given the reactants C([O:8][C:9]1[N:14]=[C:13]([NH:15][C:16]2[CH:21]=[CH:20][C:19]([C:22]3[N:23]=[C:24]([N:33]4[CH2:38][CH2:37][O:36][CH2:35][C@@H:34]4[CH3:39])[C:25]4[CH2:31][CH2:30][N:29]([CH3:32])[CH2:28][C:26]=4[N:27]=3)=[CH:18][CH:17]=2)[CH:12]=[CH:11][CH:10]=1)C1C=CC=CC=1.C(OC1N=C(NC2C=CC(C3N=C(N4CCOC[C@@H]4C)C4CCNCC=4N=3)=CC=2)C=CC=1)C1C=CC=CC=1.CCN(C(C)C)C(C)C.CI, predict the reaction product. The product is: [CH3:32][N:29]1[CH2:30][CH2:31][C:25]2[C:24]([N:33]3[CH2:38][CH2:37][O:36][CH2:35][C@@H:34]3[CH3:39])=[N:23][C:22]([C:19]3[CH:18]=[CH:17][C:16]([NH:15][C:13]4[NH:14][C:9](=[O:8])[CH:10]=[CH:11][CH:12]=4)=[CH:21][CH:20]=3)=[N:27][C:26]=2[CH2:28]1.